Dataset: Reaction yield outcomes from USPTO patents with 853,638 reactions. Task: Predict the reaction yield, written as a fraction of the theoretical maximum amount of product (1.0 means a 100% yield; for example, 0.34 means a 34% yield). (1) The reactants are [CH:1]1[C:2]([CH2:19][C:20](O)=[O:21])=[CH:3][C:4]([I:18])=[C:5]([O:8][C:9]2[CH:10]=[C:11]([I:17])[C:12]([OH:16])=[C:13]([I:15])[CH:14]=2)[C:6]=1[I:7].C(O)(C)(C)C.[CH:28]1([N:34]=C=[N:34][CH:28]2[CH2:33][CH2:32][CH2:31][CH2:30][CH2:29]2)[CH2:33][CH2:32][CH2:31][CH2:30][CH2:29]1. The catalyst is O1CCOCC1.CN(C)C1C=CN=CC=1. The product is [CH:28]1([NH:34][C:20](=[O:21])[CH2:19][C:2]2[CH:3]=[C:4]([I:18])[C:5]([O:8][C:9]3[CH:14]=[C:13]([I:15])[C:12]([OH:16])=[C:11]([I:17])[CH:10]=3)=[C:6]([I:7])[CH:1]=2)[CH2:33][CH2:32][CH2:31][CH2:30][CH2:29]1. The yield is 0.300. (2) The reactants are [CH3:1][O:2][C:3](=[O:14])[C:4]1[C:9]([CH3:10])=[CH:8][C:7](Cl)=[N:6][C:5]=1[O:12][CH3:13].[F:15][C:16]([F:27])([F:26])[C:17]1[CH:18]=[C:19](B(O)O)[CH:20]=[CH:21][CH:22]=1.P([O-])([O-])([O-])=O.[K+].[K+].[K+]. The catalyst is CN(C=O)C.[Pd].C1(P(C2C=CC=CC=2)C2C=CC=CC=2)C=CC=CC=1.C1(P(C2C=CC=CC=2)C2C=CC=CC=2)C=CC=CC=1.C1(P(C2C=CC=CC=2)C2C=CC=CC=2)C=CC=CC=1.C1(P(C2C=CC=CC=2)C2C=CC=CC=2)C=CC=CC=1. The product is [CH3:1][O:2][C:3](=[O:14])[C:4]1[C:9]([CH3:10])=[CH:8][C:7]([C:21]2[CH:20]=[CH:19][CH:18]=[C:17]([C:16]([F:27])([F:26])[F:15])[CH:22]=2)=[N:6][C:5]=1[O:12][CH3:13]. The yield is 0.980. (3) The reactants are [Cl:1][C:2]1[C:7]([CH3:8])=[C:6]([C:9]2[C:10]([CH3:15])=[N:11][O:12][C:13]=2[CH3:14])[C:5]([C:16]2[CH:21]=[CH:20][CH:19]=[C:18]([F:22])[CH:17]=2)=[C:4]([C:23](=O)[CH3:24])[CH:3]=1.C([O-])(=O)C.[NH4+].C([BH3-])#[N:32].[Na+].O1CCCC1. The catalyst is CO.C(#N)C. The product is [Cl:1][C:2]1[C:7]([CH3:8])=[C:6]([C:9]2[C:10]([CH3:15])=[N:11][O:12][C:13]=2[CH3:14])[C:5]([C:16]2[CH:21]=[CH:20][CH:19]=[C:18]([F:22])[CH:17]=2)=[C:4]([CH:23]([NH2:32])[CH3:24])[CH:3]=1. The yield is 0.870. (4) The reactants are [CH3:1][O:2][C:3](=[O:44])[C:4]1[CH:9]=[CH:8][C:7]([O:10][CH2:11][CH2:12][C:13]2[C:21]3[C:16](=[CH:17][CH:18]=[C:19]([Cl:22])[CH:20]=3)[N:15]([CH:23]([C:30]3[CH:35]=[CH:34][CH:33]=[CH:32][CH:31]=3)[C:24]3[CH:29]=[CH:28][CH:27]=[CH:26][CH:25]=3)[C:14]=2[CH:36]=[CH:37][C:38]([O:40]CC=C)=[O:39])=[CH:6][CH:5]=1.C1COCC1.N1CCOCC1. The catalyst is [Pd].C1(P(C2C=CC=CC=2)C2C=CC=CC=2)C=CC=CC=1.C1(P(C2C=CC=CC=2)C2C=CC=CC=2)C=CC=CC=1.C1(P(C2C=CC=CC=2)C2C=CC=CC=2)C=CC=CC=1.C1(P(C2C=CC=CC=2)C2C=CC=CC=2)C=CC=CC=1.C(OCC)(=O)C. The product is [CH3:1][O:2][C:3](=[O:44])[C:4]1[CH:5]=[CH:6][C:7]([O:10][CH2:11][CH2:12][C:13]2[C:21]3[C:16](=[CH:17][CH:18]=[C:19]([Cl:22])[CH:20]=3)[N:15]([CH:23]([C:30]3[CH:31]=[CH:32][CH:33]=[CH:34][CH:35]=3)[C:24]3[CH:29]=[CH:28][CH:27]=[CH:26][CH:25]=3)[C:14]=2[CH:36]=[CH:37][C:38]([OH:40])=[O:39])=[CH:8][CH:9]=1. The yield is 0.970.